Dataset: CYP3A4 inhibition data for predicting drug metabolism from PubChem BioAssay. Task: Regression/Classification. Given a drug SMILES string, predict its absorption, distribution, metabolism, or excretion properties. Task type varies by dataset: regression for continuous measurements (e.g., permeability, clearance, half-life) or binary classification for categorical outcomes (e.g., BBB penetration, CYP inhibition). Dataset: cyp3a4_veith. (1) The compound is CC(C)(C)c1ccc(OC(=O)Cn2c(C(F)(F)F)nc3ccccc32)cc1. The result is 0 (non-inhibitor). (2) The drug is CC(C)NC[C@@H](O)COc1cccc2[nH]ccc12. The result is 0 (non-inhibitor). (3) The result is 0 (non-inhibitor). The molecule is O=C(N/N=C/c1ccc(Cl)cc1Cl)Nc1ccccc1. (4) The compound is COc1cccc(Nc2ncc3nc(-c4ccc(Cl)cc4)c(=O)n(C4CC4)c3n2)c1. The result is 0 (non-inhibitor). (5) The drug is Cc1oc(-c2ccccc2F)nc1CS(=O)CC(=O)N1CCC2(CC1)OCCO2. The result is 1 (inhibitor). (6) The compound is COc1ccc(-c2nc3cnc(N(C)C)nc3n(C3CC3)c2=O)cc1. The result is 0 (non-inhibitor). (7) The molecule is NC(=O)CSc1nc2sc(-c3ccccc3)cc2c(=O)n1N. The result is 0 (non-inhibitor). (8) The drug is N#C/C(=C\c1ccc(N2CCCC2)c([N+](=O)[O-])c1)c1nc2ccccc2[nH]1. The result is 1 (inhibitor).